From a dataset of Forward reaction prediction with 1.9M reactions from USPTO patents (1976-2016). Predict the product of the given reaction. (1) The product is: [C:17]([O:16][C:12](=[O:15])/[CH:13]=[CH:14]/[C:2]1[CH:3]=[C:4]2[O:10][C:9](=[O:11])[NH:8][C:5]2=[N:6][CH:7]=1)([CH3:20])([CH3:19])[CH3:18]. Given the reactants Br[C:2]1[CH:3]=[C:4]2[O:10][C:9](=[O:11])[NH:8][C:5]2=[N:6][CH:7]=1.[C:12]([O:16][C:17]([CH3:20])([CH3:19])[CH3:18])(=[O:15])[CH:13]=[CH2:14].C1(C)C=CC=CC=1P(C1C=CC=CC=1C)C1C=CC=CC=1C.C(N(CC)C(C)C)(C)C, predict the reaction product. (2) Given the reactants C([NH:8][C:9]([C:14]1[CH2:23][CH2:22][C:21]2[C:16](=[CH:17][CH:18]=[C:19]([O:24]CC3C=CC=CC=3)[CH:20]=2)[CH:15]=1)([CH2:12][OH:13])[CH2:10][OH:11])C1C=CC=CC=1.C(O)C.C(OCC)(=O)C.C(O)(=O)C, predict the reaction product. The product is: [NH2:8][C:9]([CH:14]1[CH2:23][CH2:22][C:21]2[C:16](=[CH:17][CH:18]=[C:19]([OH:24])[CH:20]=2)[CH2:15]1)([CH2:12][OH:13])[CH2:10][OH:11]. (3) Given the reactants [OH:1][C:2]([C:25]1[CH:30]=[CH:29][CH:28]=[CH:27][CH:26]=1)([C:20]1[CH:24]=[CH:23]SC=1)[C:3]([O:5][CH2:6][CH:7]1[CH2:12][CH2:11][N:10](C(OC(C)(C)C)=O)[CH2:9][CH2:8]1)=[O:4].O.[C:32]1([CH3:42])[CH:37]=[CH:36][C:35]([S:38]([OH:41])(=[O:40])=[O:39])=[CH:34][CH:33]=1, predict the reaction product. The product is: [S:38]([C:35]1[CH:36]=[CH:37][C:32]([CH3:42])=[CH:33][CH:34]=1)([OH:41])(=[O:40])=[O:39].[CH:20]1([C:2]([OH:1])([C:25]2[CH:26]=[CH:27][CH:28]=[CH:29][CH:30]=2)[C:3]([O:5][CH2:6][CH:7]2[CH2:8][CH2:9][NH:10][CH2:11][CH2:12]2)=[O:4])[CH2:37][CH2:32][CH2:33][CH2:23][CH2:24]1. (4) Given the reactants [Cl:1][C:2]1[CH:3]=[C:4]2[C:12](=[C:13]([NH2:20])[C:14]=1[O:15][CH2:16][CH:17]1[CH2:19][CH2:18]1)[NH:11][C:10]1[CH:9]=[N:8][CH:7]=[CH:6][C:5]2=1.[CH3:21][C:22]1[N:30]=[CH:29][CH:28]=[CH:27][C:23]=1[C:24](O)=[O:25], predict the reaction product. The product is: [Cl:1][C:2]1[CH:3]=[C:4]2[C:12](=[C:13]([NH:20][C:24](=[O:25])[C:23]3[CH:27]=[CH:28][CH:29]=[N:30][C:22]=3[CH3:21])[C:14]=1[O:15][CH2:16][CH:17]1[CH2:19][CH2:18]1)[NH:11][C:10]1[CH:9]=[N:8][CH:7]=[CH:6][C:5]2=1.